This data is from Full USPTO retrosynthesis dataset with 1.9M reactions from patents (1976-2016). The task is: Predict the reactants needed to synthesize the given product. (1) Given the product [Cl:15][S:16]([C:8]1[CH:7]=[CH:6][C:5]2[O:1][N:2]=[C:3]([C:10]([OH:12])=[O:11])[C:4]=2[CH:9]=1)(=[O:18])=[O:17], predict the reactants needed to synthesize it. The reactants are: [O:1]1[C:5]2[CH:6]=[CH:7][CH:8]=[CH:9][C:4]=2[C:3]([C:10]([O:12]CC)=[O:11])=[N:2]1.[Cl:15][S:16](O)(=[O:18])=[O:17]. (2) Given the product [CH:8]([C:4]1[CH:3]=[C:2]([CH:7]=[CH:6][CH:5]=1)[C:12]#[N:13])([CH3:10])[CH3:9], predict the reactants needed to synthesize it. The reactants are: Br[C:2]1[CH:3]=[C:4]([CH:8]([CH3:10])[CH3:9])[CH:5]=[CH:6][CH:7]=1.[Cu](C#N)[C:12]#[N:13].O.N. (3) Given the product [F:30][C:24]1[CH:25]=[CH:26][CH:27]=[C:28]([F:29])[C:23]=1[NH:22][C:20](=[O:21])[C:19]1[CH:31]=[CH:32][CH:33]=[C:17]([C:9]2[N:10]=[C:11]3[CH:16]=[CH:15][CH:14]=[CH:13][N:12]3[C:8]=2[C:6]2[CH:5]=[CH:4][N:3]=[C:2]([NH:40][C:39]3[CH:41]=[C:35]([CH3:34])[C:36]([CH:44]4[CH2:45][CH2:46][N:47]([CH2:50][CH2:51][S:52]([CH3:55])(=[O:54])=[O:53])[CH2:48][CH2:49]4)=[CH:37][C:38]=3[O:42][CH3:43])[N:7]=2)[CH:18]=1, predict the reactants needed to synthesize it. The reactants are: Cl[C:2]1[N:7]=[C:6]([C:8]2[N:12]3[CH:13]=[CH:14][CH:15]=[CH:16][C:11]3=[N:10][C:9]=2[C:17]2[CH:18]=[C:19]([CH:31]=[CH:32][CH:33]=2)[C:20]([NH:22][C:23]2[C:28]([F:29])=[CH:27][CH:26]=[CH:25][C:24]=2[F:30])=[O:21])[CH:5]=[CH:4][N:3]=1.[CH3:34][C:35]1[C:36]([CH:44]2[CH2:49][CH2:48][N:47]([CH2:50][CH2:51][S:52]([CH3:55])(=[O:54])=[O:53])[CH2:46][CH2:45]2)=[CH:37][C:38]([O:42][CH3:43])=[C:39]([CH:41]=1)[NH2:40].C1(C)C=CC(S(O)(=O)=O)=CC=1.C(O)C(F)(F)F.C[O-].[Na+]. (4) Given the product [C:17]([O:16][C:14]([NH:13][C@H:10]1[CH2:11][CH2:12][C@H:7]([O:6][CH2:5][C:4]([OH:21])=[O:3])[CH2:8][CH2:9]1)=[O:15])([CH3:20])([CH3:18])[CH3:19], predict the reactants needed to synthesize it. The reactants are: C([O:3][C:4](=[O:21])[CH2:5][O:6][C@H:7]1[CH2:12][CH2:11][C@H:10]([NH:13][C:14]([O:16][C:17]([CH3:20])([CH3:19])[CH3:18])=[O:15])[CH2:9][CH2:8]1)C.O.[OH-].[Li+]. (5) The reactants are: [H-].C([Al+]CC(C)C)C(C)C.[CH3:11][O:12][C:13](=[O:26])[C:14]1[CH:19]=[CH:18][C:17]([C:20](=[O:25])N(OC)C)=[N:16][CH:15]=1.[BH4-].[Na+]. Given the product [CH3:11][O:12][C:13](=[O:26])[C:14]1[CH:19]=[CH:18][C:17]([CH2:20][OH:25])=[N:16][CH:15]=1, predict the reactants needed to synthesize it. (6) Given the product [F:1][C:2]1[CH:3]=[CH:4][C:5]2[NH:9][C:8](=[O:10])[N:7]([CH:11]3[CH2:12][CH2:13][NH:14][CH2:15][CH2:16]3)[C:6]=2[CH:22]=1, predict the reactants needed to synthesize it. The reactants are: [F:1][C:2]1[CH:3]=[CH:4][C:5]2[NH:9][C:8](=[O:10])[N:7]([CH:11]3[CH2:16][CH2:15][N:14](C(OCC)=O)[CH2:13][CH2:12]3)[C:6]=2[CH:22]=1.[OH-].[Na+]. (7) Given the product [C:6]([C@@H:4]([C@H:2]([C:1]([OH:10])=[O:9])[OH:3])[OH:5])([OH:8])=[O:7].[CH:12]1([CH3:11])[CH2:13][CH2:14][CH:15]([CH:19]([CH3:20])[CH3:21])[CH:16]([OH:18])[CH2:17]1, predict the reactants needed to synthesize it. The reactants are: [C:1]([OH:10])(=[O:9])[C@@H:2]([C@H:4]([C:6]([OH:8])=[O:7])[OH:5])[OH:3].[CH3:11][C@H:12]1[CH2:17][C@@H:16]([OH:18])[C@H:15]([CH:19]([CH3:21])[CH3:20])[CH2:14][CH2:13]1.C1(C)C(C)=CC=CC=1. (8) Given the product [CH3:53][O:54][C:55]1[CH:60]=[CH:59][C:58]([O:61][CH3:62])=[CH:57][C:56]=1[C:63]1[CH:68]=[CH:67][CH:66]=[C:65]([NH:69][C:24]([C:19]2[C:20](=[O:23])[O:21][C:22]3[C:17]([CH:18]=2)=[CH:16][CH:15]=[CH:14][C:13]=3[O:12][C:11]([F:10])([F:28])[F:27])=[O:26])[CH:64]=1, predict the reactants needed to synthesize it. The reactants are: CCN(C(C)C)C(C)C.[F:10][C:11]([F:28])([F:27])[O:12][C:13]1[CH:14]=[CH:15][CH:16]=[C:17]2[C:22]=1[O:21][C:20](=[O:23])[C:19]([C:24]([OH:26])=O)=[CH:18]2.CN(C(ON1N=NC2C=CC=NC1=2)=[N+](C)C)C.F[P-](F)(F)(F)(F)F.[CH3:53][O:54][C:55]1[CH:60]=[CH:59][C:58]([O:61][CH3:62])=[CH:57][C:56]=1[C:63]1[CH:68]=[CH:67][CH:66]=[C:65]([NH2:69])[CH:64]=1. (9) Given the product [NH2:2][CH2:1][C:3]1[CH:4]=[CH:5][C:6]([CH2:9][C@@:10]([NH:36][C:37](=[O:49])[C:38]2[CH:43]=[CH:42][C:41]([F:44])=[C:40]([C:45]([F:48])([F:47])[F:46])[CH:39]=2)([C:25]2[CH:30]=[CH:29][C:28]([F:31])=[C:27]([C:32]([F:33])([F:34])[F:35])[CH:26]=2)[C:11]2[CH:16]=[C:15]([O:17][C:18]([F:22])([F:23])[CH:19]([F:20])[F:21])[CH:14]=[C:13]([F:24])[CH:12]=2)=[CH:7][CH:8]=1, predict the reactants needed to synthesize it. The reactants are: [C:1]([C:3]1[CH:8]=[CH:7][C:6]([CH2:9][C@@:10]([NH:36][C:37](=[O:49])[C:38]2[CH:43]=[CH:42][C:41]([F:44])=[C:40]([C:45]([F:48])([F:47])[F:46])[CH:39]=2)([C:25]2[CH:30]=[CH:29][C:28]([F:31])=[C:27]([C:32]([F:35])([F:34])[F:33])[CH:26]=2)[C:11]2[CH:16]=[C:15]([O:17][C:18]([F:23])([F:22])[CH:19]([F:21])[F:20])[CH:14]=[C:13]([F:24])[CH:12]=2)=[CH:5][CH:4]=1)#[N:2].[H-].[H-].[H-].[H-].[Li+].[Al+3]. (10) The reactants are: Cl.Cl[CH2:3][C:4]1[N:8]2[CH:9]=[CH:10][CH:11]=[CH:12][C:7]2=[N:6][C:5]=1[C:13]1[CH:18]=[CH:17][C:16]([Cl:19])=[CH:15][CH:14]=1.[F:20][C:21]1[C:22](=[O:28])[NH:23][C:24](=[O:27])[NH:25][CH:26]=1. Given the product [Cl:19][C:16]1[CH:17]=[CH:18][C:13]([C:5]2[N:6]=[C:7]3[CH:12]=[CH:11][CH:10]=[CH:9][N:8]3[C:4]=2[CH2:3][N:25]2[CH:26]=[C:21]([F:20])[C:22](=[O:28])[NH:23][C:24]2=[O:27])=[CH:14][CH:15]=1, predict the reactants needed to synthesize it.